This data is from Forward reaction prediction with 1.9M reactions from USPTO patents (1976-2016). The task is: Predict the product of the given reaction. (1) Given the reactants [Br:1][C:2]1[CH:9]=[C:6]([CH:7]=O)[C:5]([OH:10])=[CH:4][CH:3]=1.Cl.[NH2:12]O.C([O-])=O.[Na+].C(OCC)(=O)C, predict the reaction product. The product is: [Br:1][C:2]1[CH:3]=[CH:4][C:5]([OH:10])=[C:6]([CH:9]=1)[C:7]#[N:12]. (2) Given the reactants [NH:1]1[CH:5]=[N:4][CH:3]=[N:2]1.[H-].[Na+].F[C:9]1[CH:14]=[CH:13][C:12]([C:15]([C:17]2[CH:22]=[CH:21][C:20]([N+:23]([O-:25])=[O:24])=[CH:19][CH:18]=2)=[O:16])=[CH:11][CH:10]=1.O, predict the reaction product. The product is: [N+:23]([C:20]1[CH:19]=[CH:18][C:17]([C:15]([C:12]2[CH:11]=[CH:10][C:9]([N:1]3[CH:5]=[N:4][CH:3]=[N:2]3)=[CH:14][CH:13]=2)=[O:16])=[CH:22][CH:21]=1)([O-:25])=[O:24]. (3) Given the reactants C([N:8]1[CH2:13][CH2:12][N:11]([C:14]2[CH:22]=[CH:21][CH:20]=[C:19]3[C:15]=2[CH:16]=[CH:17][NH:18]3)[CH2:10][CH2:9]1)(OC(C)(C)C)=O.[CH3:23][O:24][C:25]1[CH:26]=[C:27]([S:33]([Cl:36])(=[O:35])=[O:34])[CH:28]=[CH:29][C:30]=1[O:31][CH3:32], predict the reaction product. The product is: [ClH:36].[CH3:23][O:24][C:25]1[CH:26]=[C:27]([S:33]([N:18]2[C:19]3[C:15](=[C:14]([N:11]4[CH2:10][CH2:9][NH:8][CH2:13][CH2:12]4)[CH:22]=[CH:21][CH:20]=3)[CH:16]=[CH:17]2)(=[O:34])=[O:35])[CH:28]=[CH:29][C:30]=1[O:31][CH3:32]. (4) Given the reactants Cl[C:2]1[C:7]([C:8]#[N:9])=[CH:6][CH:5]=[CH:4][N:3]=1.[O:10]1[C:14]2([CH2:19][CH2:18][NH:17][CH2:16][CH2:15]2)[O:13][CH2:12][CH2:11]1, predict the reaction product. The product is: [C:8]([C:7]1[C:2]([N:17]2[CH2:18][CH2:19][C:14]3([O:13][CH2:12][CH2:11][O:10]3)[CH2:15][CH2:16]2)=[N:3][CH:4]=[CH:5][CH:6]=1)#[N:9]. (5) The product is: [Br:19][C:8]1[CH:7]=[CH:6][C:5]([OH:10])=[C:4]([CH:1]([CH3:3])[CH3:2])[CH:9]=1. Given the reactants [CH:1]([C:4]1[CH:9]=[CH:8][CH:7]=[CH:6][C:5]=1[OH:10])([CH3:3])[CH3:2].C(O)(=O)C.CS(C)=O.[BrH:19], predict the reaction product. (6) Given the reactants Br[C:2]1[CH:10]=[C:9]([C:11]#[N:12])[CH:8]=[C:7]2[C:3]=1[CH:4]=[CH:5][NH:6]2.C([O-])(=O)C.[K+].B1(B2OC(C)(C)C(C)(C)O2)OC(C)(C)C(C)(C)O1.Cl[C:37]1[N:42]=[C:41]([N:43]2[CH2:48][CH2:47][O:46][CH2:45][C@H:44]2[CH3:49])[CH:40]=[C:39]([C:50]2([S:53]([CH3:56])(=[O:55])=[O:54])[CH2:52][CH2:51]2)[N:38]=1.C(=O)([O-])[O-].[Na+].[Na+], predict the reaction product. The product is: [CH3:49][C@@H:44]1[CH2:45][O:46][CH2:47][CH2:48][N:43]1[C:41]1[CH:40]=[C:39]([C:50]2([S:53]([CH3:56])(=[O:55])=[O:54])[CH2:51][CH2:52]2)[N:38]=[C:37]([C:2]2[CH:10]=[C:9]([C:11]#[N:12])[CH:8]=[C:7]3[C:3]=2[CH:4]=[CH:5][NH:6]3)[N:42]=1.